This data is from Catalyst prediction with 721,799 reactions and 888 catalyst types from USPTO. The task is: Predict which catalyst facilitates the given reaction. (1) Reactant: [NH2:1][C:2]1[CH:7]=[CH:6][C:5]([C:8]([F:11])([F:10])[F:9])=[CH:4][N:3]=1.[Br:12][CH2:13][C:14](=O)[C:15]([C:17]1[CH:22]=[CH:21][CH:20]=[CH:19][CH:18]=1)=[O:16]. Product: [BrH:12].[C:17]1([C:15]([C:14]2[N:1]=[C:2]3[CH:7]=[CH:6][C:5]([C:8]([F:9])([F:11])[F:10])=[CH:4][N:3]3[CH:13]=2)=[O:16])[CH:22]=[CH:21][CH:20]=[CH:19][CH:18]=1. The catalyst class is: 3. (2) Reactant: C[O:2][C:3]1[CH:12]=[C:11]([NH:13][C:14]2[CH:19]=[CH:18][C:17]([C:20]([F:23])([F:22])[F:21])=[CH:16][N:15]=2)[C:10]2[C:5](=[CH:6][C:7]([C:24]3[C:29]([C:30]([F:33])([F:32])[F:31])=[CH:28][CH:27]=[CH:26][N:25]=3)=[CH:8][N:9]=2)[N:4]=1. Product: [F:33][C:30]([F:31])([F:32])[C:29]1[C:24]([C:7]2[CH:6]=[C:5]3[C:10]([C:11]([NH:13][C:14]4[CH:19]=[CH:18][C:17]([C:20]([F:21])([F:22])[F:23])=[CH:16][N:15]=4)=[CH:12][C:3]([OH:2])=[N:4]3)=[N:9][CH:8]=2)=[N:25][CH:26]=[CH:27][CH:28]=1. The catalyst class is: 570. (3) Reactant: [OH:1][C:2]1[C:3]([C:16](=[O:18])[CH3:17])=[N:4][N:5]([CH2:7][C:8]2[CH:13]=[CH:12][C:11]([O:14][CH3:15])=[CH:10][CH:9]=2)[CH:6]=1.[CH2:19]([N:26]1[CH2:31][CH2:30][C:29](=O)[CH2:28][CH2:27]1)[C:20]1[CH:25]=[CH:24][CH:23]=[CH:22][CH:21]=1.N1CCCC1. Product: [CH2:19]([N:26]1[CH2:31][CH2:30][C:29]2([O:1][C:2]3[C:3](=[N:4][N:5]([CH2:7][C:8]4[CH:9]=[CH:10][C:11]([O:14][CH3:15])=[CH:12][CH:13]=4)[CH:6]=3)[C:16](=[O:18])[CH2:17]2)[CH2:28][CH2:27]1)[C:20]1[CH:25]=[CH:24][CH:23]=[CH:22][CH:21]=1. The catalyst class is: 5. (4) Reactant: C[O:2][C:3]([C:5]1[O:6][C:7]([CH3:19])=[C:8]([CH2:10][O:11][C:12]2[CH:17]=[CH:16][C:15]([I:18])=[CH:14][CH:13]=2)[CH:9]=1)=[O:4].[OH-].[Li+].Cl. Product: [I:18][C:15]1[CH:16]=[CH:17][C:12]([O:11][CH2:10][C:8]2[CH:9]=[C:5]([C:3]([OH:4])=[O:2])[O:6][C:7]=2[CH3:19])=[CH:13][CH:14]=1. The catalyst class is: 30.